From a dataset of Full USPTO retrosynthesis dataset with 1.9M reactions from patents (1976-2016). Predict the reactants needed to synthesize the given product. (1) Given the product [F:1][C:2]1[CH:3]=[CH:4][C:5]([C:8]2[CH:16]=[CH:15][C:11]([C:12]([NH:18][C:19]3[CH:20]=[C:21]4[C:25](=[CH:26][CH:27]=3)[N:24]([CH3:28])[N:23]=[CH:22]4)=[O:14])=[C:10]([CH3:17])[N:9]=2)=[CH:6][CH:7]=1, predict the reactants needed to synthesize it. The reactants are: [F:1][C:2]1[CH:7]=[CH:6][C:5]([C:8]2[CH:16]=[CH:15][C:11]([C:12]([OH:14])=O)=[C:10]([CH3:17])[N:9]=2)=[CH:4][CH:3]=1.[NH2:18][C:19]1[CH:20]=[C:21]2[C:25](=[CH:26][CH:27]=1)[N:24]([CH3:28])[N:23]=[CH:22]2. (2) Given the product [CH3:1][C:2]1[C:6]([C:7]2[CH:16]=[C:15]3[C:10]([C:11](=[O:20])[CH:12]=[CH:13][NH:14]3)=[CH:9][C:8]=2[O:21][CH3:22])=[C:5]([CH3:23])[O:4][N:3]=1, predict the reactants needed to synthesize it. The reactants are: [CH3:1][C:2]1[C:6]([C:7]2[CH:16]=[C:15]3[C:10]([C:11](=[O:20])[C:12](C(O)=O)=[CH:13][NH:14]3)=[CH:9][C:8]=2[O:21][CH3:22])=[C:5]([CH3:23])[O:4][N:3]=1.C1(OC2C=CC=CC=2)C=CC=CC=1. (3) Given the product [Cl:13][C:14]1[CH:15]=[C:16]([NH:21][C:22]2[C:34]3[C:33]4[CH2:32][CH2:31][N:30]([C:5](=[O:7])/[CH:4]=[CH:3]/[CH2:2][N:11]([CH:8]([CH3:10])[CH3:9])[CH3:12])[CH2:29][C:28]=4[S:27][C:26]=3[N:25]=[CH:24][N:23]=2)[CH:17]=[CH:18][C:19]=1[Cl:20], predict the reactants needed to synthesize it. The reactants are: Br[CH2:2][CH:3]=[CH:4][C:5]([OH:7])=O.[CH:8]([NH:11][CH3:12])([CH3:10])[CH3:9].[Cl:13][C:14]1[CH:15]=[C:16]([NH:21][C:22]2[C:34]3[C:33]4[CH2:32][CH2:31][NH:30][CH2:29][C:28]=4[S:27][C:26]=3[N:25]=[CH:24][N:23]=2)[CH:17]=[CH:18][C:19]=1[Cl:20].CCN=C=NCCCN(C)C.CCN(C(C)C)C(C)C. (4) The reactants are: [Si]([O:8][CH2:9][CH2:10][C:11]1([CH2:14][N:15]2[C:23](=[O:24])[C:22]3[C:17](=[CH:18][CH:19]=[CH:20][CH:21]=3)[C:16]2=[O:25])[CH2:13][CH2:12]1)(C(C)(C)C)(C)C.Cl. Given the product [OH:8][CH2:9][CH2:10][C:11]1([CH2:14][N:15]2[C:16](=[O:25])[C:17]3[C:22](=[CH:21][CH:20]=[CH:19][CH:18]=3)[C:23]2=[O:24])[CH2:13][CH2:12]1, predict the reactants needed to synthesize it. (5) Given the product [Br:1][C:2]1[C:3]([F:9])=[CH:4][C:5]2[N:6]=[C:11]([NH2:12])[S:10][C:7]=2[CH:8]=1, predict the reactants needed to synthesize it. The reactants are: [Br:1][C:2]1[CH:8]=[CH:7][C:5]([NH2:6])=[CH:4][C:3]=1[F:9].[S-:10][C:11]#[N:12].[NH4+].BrBr.